From a dataset of NCI-60 drug combinations with 297,098 pairs across 59 cell lines. Regression. Given two drug SMILES strings and cell line genomic features, predict the synergy score measuring deviation from expected non-interaction effect. (1) Drug 1: CC1OCC2C(O1)C(C(C(O2)OC3C4COC(=O)C4C(C5=CC6=C(C=C35)OCO6)C7=CC(=C(C(=C7)OC)O)OC)O)O. Drug 2: C1C(C(OC1N2C=NC3=C2NC=NCC3O)CO)O. Cell line: SW-620. Synergy scores: CSS=28.5, Synergy_ZIP=-3.32, Synergy_Bliss=-5.06, Synergy_Loewe=-29.1, Synergy_HSA=-5.87. (2) Drug 1: CN(C)N=NC1=C(NC=N1)C(=O)N. Drug 2: CCC1(CC2CC(C3=C(CCN(C2)C1)C4=CC=CC=C4N3)(C5=C(C=C6C(=C5)C78CCN9C7C(C=CC9)(C(C(C8N6C)(C(=O)OC)O)OC(=O)C)CC)OC)C(=O)OC)O.OS(=O)(=O)O. Cell line: M14. Synergy scores: CSS=11.6, Synergy_ZIP=-9.03, Synergy_Bliss=-12.2, Synergy_Loewe=-55.7, Synergy_HSA=-15.5. (3) Cell line: MALME-3M. Drug 1: CCC1(CC2CC(C3=C(CCN(C2)C1)C4=CC=CC=C4N3)(C5=C(C=C6C(=C5)C78CCN9C7C(C=CC9)(C(C(C8N6C)(C(=O)OC)O)OC(=O)C)CC)OC)C(=O)OC)O.OS(=O)(=O)O. Drug 2: CC12CCC3C(C1CCC2OP(=O)(O)O)CCC4=C3C=CC(=C4)OC(=O)N(CCCl)CCCl.[Na+]. Synergy scores: CSS=10.5, Synergy_ZIP=6.74, Synergy_Bliss=10.9, Synergy_Loewe=6.42, Synergy_HSA=6.36. (4) Drug 1: CC12CCC(CC1=CCC3C2CCC4(C3CC=C4C5=CN=CC=C5)C)O. Drug 2: C1=NC(=NC(=O)N1C2C(C(C(O2)CO)O)O)N. Cell line: SF-295. Synergy scores: CSS=9.34, Synergy_ZIP=-2.90, Synergy_Bliss=-1.26, Synergy_Loewe=0.172, Synergy_HSA=-0.0698.